From a dataset of Catalyst prediction with 721,799 reactions and 888 catalyst types from USPTO. Predict which catalyst facilitates the given reaction. (1) The catalyst class is: 1. Product: [NH2:50][CH2:49]/[CH:48]=[CH:47]/[C:22]1[CH:23]=[CH:24][CH:25]=[CH:26][C:21]=1[CH2:20][N:15]1[C:16]2[C:12](=[CH:11][C:10]([S:7]([NH:6][C:28]3[S:32][N:31]=[CH:30][N:29]=3)(=[O:8])=[O:9])=[C:18]([F:19])[CH:17]=2)[CH:13]=[N:14]1. Reactant: COC1C=C(OC)C=CC=1C[N:6]([C:28]1[S:32][N:31]=[CH:30][N:29]=1)[S:7]([C:10]1[CH:11]=[C:12]2[C:16](=[CH:17][C:18]=1[F:19])[N:15]([CH2:20][C:21]1[CH:26]=[CH:25][CH:24]=[CH:23][C:22]=1I)[N:14]=[CH:13]2)(=[O:9])=[O:8].CC1(C)C(C)(C)OB([CH2:47]/[CH:48]=[CH:49]/[NH:50]C(=O)OC(C)(C)C)O1.C(=O)([O-])[O-].[Cs+].[Cs+]. (2) Reactant: [N:1]1[CH:6]=[CH:5][N:4]=[CH:3][C:2]=1[S:7](Cl)(=[O:9])=[O:8].[N:11]1[CH:16]=[CH:15][CH:14]=[CH:13][CH:12]=1. Product: [N:11]1[C:16]2[C:15](=[CH:15][CH:14]=[CH:13][C:12]=2[NH:11][S:7]([C:2]2[CH:3]=[N:4][CH:5]=[CH:6][N:1]=2)(=[O:9])=[O:8])[CH:14]=[CH:13][CH:12]=1. The catalyst class is: 79. (3) Reactant: [Br:1][C:2]1[CH:3]=[C:4]([C:21]#[N:22])[C:5]2[CH:6]=[N:7][N:8]([S:11]([C:14]3[CH:19]=[CH:18][C:17]([CH3:20])=[CH:16][CH:15]=3)(=[O:13])=[O:12])[C:9]=2[CH:10]=1.C[Si]([N:27]=[N+:28]=[N-:29])(C)C.C([Sn](=O)CCCC)CCC. Product: [Br:1][C:2]1[CH:10]=[C:9]2[C:5]([CH:6]=[N:7][N:8]2[S:11]([C:14]2[CH:15]=[CH:16][C:17]([CH3:20])=[CH:18][CH:19]=2)(=[O:13])=[O:12])=[C:4]([C:21]2[NH:29][N:28]=[N:27][N:22]=2)[CH:3]=1. The catalyst class is: 11. (4) Reactant: [OH-].[Na+].[O:3]=[C:4]1[CH2:12][C:11]2[C:6](=[CH:7][C:8]([C:13]([O:15]C)=[O:14])=[CH:9][CH:10]=2)[NH:5]1. Product: [O:3]=[C:4]1[CH2:12][C:11]2[C:6](=[CH:7][C:8]([C:13]([OH:15])=[O:14])=[CH:9][CH:10]=2)[NH:5]1. The catalyst class is: 24. (5) Reactant: [CH2:1]([N:8]([CH2:26][C:27]1[CH:32]=[CH:31][C:30]([NH:33][C:34]([NH:36][C:37]2[CH:42]=[CH:41][CH:40]=[CH:39][CH:38]=2)=[O:35])=[CH:29][CH:28]=1)[CH2:9][C:10]1[CH:15]=[CH:14][C:13]([NH:16][C:17]([NH:19][C:20]2[CH:25]=[CH:24][CH:23]=[CH:22][CH:21]=2)=[O:18])=[CH:12][CH:11]=1)[C:2]1[CH:7]=[CH:6][CH:5]=[CH:4][CH:3]=1.[ClH:43]. Product: [Cl-:43].[CH2:1]([NH+:8]([CH2:26][C:27]1[CH:28]=[CH:29][C:30]([NH:33][C:34]([NH:36][C:37]2[CH:38]=[CH:39][CH:40]=[CH:41][CH:42]=2)=[O:35])=[CH:31][CH:32]=1)[CH2:9][C:10]1[CH:11]=[CH:12][C:13]([NH:16][C:17]([NH:19][C:20]2[CH:25]=[CH:24][CH:23]=[CH:22][CH:21]=2)=[O:18])=[CH:14][CH:15]=1)[C:2]1[CH:7]=[CH:6][CH:5]=[CH:4][CH:3]=1. The catalyst class is: 27. (6) Product: [CH3:1][C@@H:2]1[O:7][C@@H:6]([O:8][C@@H:9]2[C:14]3=[C:15]([OH:32])[C:16]4[C:28](=[O:29])[C:27]5[C:22](=[CH:23][CH:24]=[CH:25][C:26]=5[O:30][CH3:31])[C:20](=[O:21])[C:17]=4[C:18]([OH:19])=[C:13]3[CH2:12][C@@:11]([OH:37])([C:33]([CH2:35][OH:36])=[O:34])[CH2:10]2)[CH2:5][C@H:4]([NH2:38])[C@@H:3]1[OH:39].[NH2:41][C@H:42]([C:50]([OH:52])=[O:51])[CH2:43][CH2:44][CH2:45][NH:46][C:47](=[NH:48])[NH2:49]. The catalyst class is: 3. Reactant: [CH3:1][C@@H:2]1[O:7][C@@H:6]([O:8][C@@H:9]2[C:14]3=[C:15]([OH:32])[C:16]4[C:28](=[O:29])[C:27]5[C:22](=[CH:23][CH:24]=[CH:25][C:26]=5[O:30][CH3:31])[C:20](=[O:21])[C:17]=4[C:18]([OH:19])=[C:13]3[CH2:12][C@@:11]([OH:37])([C:33]([CH2:35][OH:36])=[O:34])[CH2:10]2)[CH2:5][C@H:4]([NH2:38])[C@@H:3]1[OH:39].Cl.[NH:41](C(OCC1C2C(=CC=CC=2)C2C1=CC=CC=2)=O)[C@H:42]([C:50]([OH:52])=[O:51])[CH2:43][CH2:44][CH2:45][NH:46][C:47](=[NH:49])[NH2:48].C(N(CC)CC)C.CN(C(ON1N=NC2C=CC=NC1=2)=[N+](C)C)C.F[P-](F)(F)(F)(F)F. (7) Reactant: [CH3:1][O:2][C:3]1[CH:15]=[C:14]([O:16][CH3:17])[CH:13]=[CH:12][C:4]=1[CH2:5][NH:6][C:7]1[S:8][CH:9]=[N:10][N:11]=1.C[Si]([N-][Si](C)(C)C)(C)C.[Li+].[F:28][C:29]1[CH:34]=[C:33]([F:35])[C:32]([F:36])=[CH:31][C:30]=1[S:37](Cl)(=[O:39])=[O:38]. Product: [CH3:1][O:2][C:3]1[CH:15]=[C:14]([O:16][CH3:17])[CH:13]=[CH:12][C:4]=1[CH2:5][N:6]([C:7]1[S:8][CH:9]=[N:10][N:11]=1)[S:37]([C:30]1[CH:31]=[C:32]([F:36])[C:33]([F:35])=[CH:34][C:29]=1[F:28])(=[O:39])=[O:38]. The catalyst class is: 7. (8) Reactant: [CH:1]1([C:4]2[C:5]([CH:18]([CH2:23][CH2:24][C:25]([O:27][CH3:28])=[O:26])[CH2:19][C:20]([O-])=[O:21])=[N:6][O:7][C:8]=2[CH:9]2[CH2:12][CH:11]([CH2:13][C:14]([CH3:17])([CH3:16])[CH3:15])[CH2:10]2)[CH2:3][CH2:2]1.[Cl:29][C:30]1[CH:35]=[CH:34][C:33]([NH2:36])=[C:32]([CH3:37])[CH:31]=1.C1C=CC2N(O)N=NC=2C=1.CCN=C=NCCCN(C)C.Cl.C(=O)(O)[O-].[Na+]. Product: [Cl:29][C:30]1[CH:35]=[CH:34][C:33]([NH:36][C:20]([CH2:19][CH:18]([C:5]2[C:4]([CH:1]3[CH2:3][CH2:2]3)=[C:8]([CH:9]3[CH2:12][CH:11]([CH2:13][C:14]([CH3:17])([CH3:15])[CH3:16])[CH2:10]3)[O:7][N:6]=2)[CH2:23][CH2:24][C:25]([O:27][CH3:28])=[O:26])=[O:21])=[C:32]([CH3:37])[CH:31]=1. The catalyst class is: 136.